Task: Predict the reaction yield, written as a fraction of the theoretical maximum amount of product (1.0 means a 100% yield; for example, 0.34 means a 34% yield).. Dataset: Reaction yield outcomes from USPTO patents with 853,638 reactions (1) The reactants are [Cl-].[CH2:2]([N+:12]([CH2:15][CH2:16][CH2:17][CH2:18][CH2:19][CH2:20][CH2:21][CH2:22][CH2:23][CH3:24])([CH3:14])[CH3:13])[CH2:3][CH2:4][CH2:5][CH2:6][CH2:7][CH2:8][CH2:9][CH2:10][CH3:11].[C:25]([O:28][C:29]1[C:30](=[CH:34][CH:35]=[CH:36][CH:37]=1)[C:31]([OH:33])=[O:32])(=[O:27])[CH3:26].[OH-].[Na+]. The catalyst is O. The product is [C:25]([O:28][C:29]1[CH:37]=[CH:36][CH:35]=[CH:34][C:30]=1[C:31]([O-:33])=[O:32])(=[O:27])[CH3:26].[CH2:15]([N+:12]([CH2:2][CH2:3][CH2:4][CH2:5][CH2:6][CH2:7][CH2:8][CH2:9][CH2:10][CH3:11])([CH3:14])[CH3:13])[CH2:16][CH2:17][CH2:18][CH2:19][CH2:20][CH2:21][CH2:22][CH2:23][CH3:24]. The yield is 0.900. (2) The reactants are [C:1]1([CH2:7][CH2:8][CH2:9][NH:10][C:11]([C:13]2[CH:18]=[CH:17][C:16]([N:19]3[C:23]([CH2:24][CH2:25][CH3:26])=[C:22]([C:27]([OH:29])=O)[N:21]=[N:20]3)=[CH:15][CH:14]=2)=[O:12])[CH:6]=[CH:5][CH:4]=[CH:3][CH:2]=1.C1C=C[C:33]2N(O)N=[N:36][C:34]=2[CH:35]=1.C1(N)CC1.CCN=C=NCCCN(C)C. The catalyst is C(#N)C.CN(C=O)C. The product is [CH:34]1([NH:36][C:27]([C:22]2[N:21]=[N:20][N:19]([C:16]3[CH:15]=[CH:14][C:13]([C:11]([NH:10][CH2:9][CH2:8][CH2:7][C:1]4[CH:2]=[CH:3][CH:4]=[CH:5][CH:6]=4)=[O:12])=[CH:18][CH:17]=3)[C:23]=2[CH2:24][CH2:25][CH3:26])=[O:29])[CH2:35][CH2:33]1. The yield is 0.907. (3) The reactants are [CH2:1]([O:8][CH2:9][C@H:10]([NH:28]C(=O)OC(C)(C)C)[C:11](=[O:27])[NH:12][C:13]1[S:14][C:15]2[CH:21]=[C:20]([O:22][C:23]([F:26])([F:25])[F:24])[CH:19]=[CH:18][C:16]=2[N:17]=1)[C:2]1[CH:7]=[CH:6][CH:5]=[CH:4][CH:3]=1. The catalyst is ClCCl.FC(F)(F)C(O)=O. The product is [NH2:28][C@@H:10]([CH2:9][O:8][CH2:1][C:2]1[CH:3]=[CH:4][CH:5]=[CH:6][CH:7]=1)[C:11]([NH:12][C:13]1[S:14][C:15]2[CH:21]=[C:20]([O:22][C:23]([F:25])([F:24])[F:26])[CH:19]=[CH:18][C:16]=2[N:17]=1)=[O:27]. The yield is 0.680. (4) The reactants are [N:1]1([C:6]([C:8]2[CH:13]=[CH:12][C:11]([C:14]3[CH:15]=[CH:16][C:17]4[CH:23]=[CH:22][CH2:21][C:20](NC(=O)[O-])=[N:19][C:18]=4[CH:28]=3)=[CH:10][CH:9]=2)=[O:7])[CH2:5][CH2:4][CH2:3][CH2:2]1.[C:29](O)([C:31](F)(F)F)=[O:30].[NH3:36].[CH3:37][OH:38]. The catalyst is C(Cl)Cl. The product is [NH2:36][C:20]1[CH2:21][C:22]([C:37]([N:1]([CH2:5][CH2:31][CH2:29][OH:30])[CH2:2][CH2:3][CH3:4])=[O:38])=[CH:23][C:17]2[CH:16]=[CH:15][C:14]([C:11]3[CH:12]=[CH:13][C:8]([C:6]([N:1]4[CH2:5][CH2:4][CH2:3][CH2:2]4)=[O:7])=[CH:9][CH:10]=3)=[CH:28][C:18]=2[N:19]=1. The yield is 0.590.